Dataset: Full USPTO retrosynthesis dataset with 1.9M reactions from patents (1976-2016). Task: Predict the reactants needed to synthesize the given product. (1) Given the product [C:1]([O:4][C@H:5]1[C@H:10]([O:11][C:12](=[O:14])[CH3:13])[C@@H:9]([O:15][C:16](=[O:18])[CH3:17])[C@H:8]([C:19]2[CH:24]=[CH:23][C:22]([Cl:25])=[C:21]([CH2:26][C:27]3[CH:28]=[CH:29][C:30]([C:33]([CH2:35][Br:48])=[CH2:34])=[CH:31][CH:32]=3)[CH:20]=2)[O:7][C@@H:6]1[CH2:36][O:37][C:38](=[O:40])[CH3:39])(=[O:3])[CH3:2], predict the reactants needed to synthesize it. The reactants are: [C:1]([O:4][C@H:5]1[C@H:10]([O:11][C:12](=[O:14])[CH3:13])[C@@H:9]([O:15][C:16](=[O:18])[CH3:17])[C@H:8]([C:19]2[CH:24]=[CH:23][C:22]([Cl:25])=[C:21]([CH2:26][C:27]3[CH:32]=[CH:31][C:30]([C:33]([CH3:35])=[CH2:34])=[CH:29][CH:28]=3)[CH:20]=2)[O:7][C@@H:6]1[CH2:36][O:37][C:38](=[O:40])[CH3:39])(=[O:3])[CH3:2].C1C(=O)N([Br:48])C(=O)C1. (2) Given the product [Cl:1][C:2]1[CH:7]=[C:6]([Cl:8])[CH:5]=[CH:4][C:3]=1[NH:9][C:10]1[N:23]([CH2:24][CH2:25][CH2:26][OH:27])[C:14]2[C:15]([C:16]([O:18][CH3:19])=[O:17])=[CH:20][CH:21]=[CH:22][C:13]=2[N:12]=1, predict the reactants needed to synthesize it. The reactants are: [Cl:1][C:2]1[CH:7]=[C:6]([Cl:8])[CH:5]=[CH:4][C:3]=1[NH:9][C:10]([NH:12][C:13]1[C:14]([NH:23][CH2:24][CH2:25][CH2:26][OH:27])=[C:15]([CH:20]=[CH:21][CH:22]=1)[C:16]([O:18][CH3:19])=[O:17])=S.C(N(CC)CC)C.Cl.C(N=C=NCCCN(C)C)C. (3) Given the product [C:10]([C@@H:2]([NH:1][CH2:14][CH2:13][CH2:19][S:16]([OH:18])(=[O:17])=[O:15])[CH2:3][C:4]1[CH:9]=[CH:8][CH:7]=[CH:6][CH:5]=1)(=[O:11])[NH2:12], predict the reactants needed to synthesize it. The reactants are: [NH2:1][C@H:2]([C:10]([NH2:12])=[O:11])[CH2:3][C:4]1[CH:9]=[CH:8][CH:7]=[CH:6][CH:5]=1.[CH2:13]1[CH2:19][S:16](=[O:18])(=[O:17])[O:15][CH2:14]1. (4) Given the product [NH2:13][C:11]1[C:5]2[O:6][CH2:7][C:8](=[O:10])[NH:9][C:4]=2[CH:3]=[C:2]([Cl:1])[CH:12]=1, predict the reactants needed to synthesize it. The reactants are: [Cl:1][C:2]1[CH:12]=[C:11]([N+:13]([O-])=O)[C:5]2[O:6][CH2:7][C:8](=[O:10])[NH:9][C:4]=2[CH:3]=1.CCOC(C)=O.